This data is from Full USPTO retrosynthesis dataset with 1.9M reactions from patents (1976-2016). The task is: Predict the reactants needed to synthesize the given product. (1) Given the product [CH2:12]([O:14][C:15](=[O:20])[CH2:16][C:17]([NH:1][C:2]1[CH:7]=[CH:6][CH:5]=[CH:4][C:3]=1[S:8](=[O:9])(=[O:10])[NH2:11])=[O:18])[CH3:13], predict the reactants needed to synthesize it. The reactants are: [NH2:1][C:2]1[CH:7]=[CH:6][CH:5]=[CH:4][C:3]=1[S:8]([NH2:11])(=[O:10])=[O:9].[CH2:12]([O:14][C:15](=[O:20])[CH2:16][C:17](Cl)=[O:18])[CH3:13]. (2) Given the product [OH:18][CH:15]1[CH2:16][CH2:17][CH:12]([NH:11][C:5]2[CH:4]=[C:3]([N:1]3[C:22]4[CH2:21][C:20]([CH3:32])([CH3:19])[CH2:25][C:24](=[O:26])[C:23]=4[CH2:27][C:28]([CH3:29])=[N:2]3)[CH:10]=[CH:9][C:6]=2[C:7]#[N:8])[CH2:13][CH2:14]1, predict the reactants needed to synthesize it. The reactants are: [NH:1]([C:3]1[CH:10]=[CH:9][C:6]([C:7]#[N:8])=[C:5]([NH:11][CH:12]2[CH2:17][CH2:16][CH:15]([OH:18])[CH2:14][CH2:13]2)[CH:4]=1)[NH2:2].[CH3:19][C:20]1([CH3:32])[CH2:25][C:24](=[O:26])[CH:23]([CH2:27][C:28](=O)[CH3:29])[C:22](=O)[CH2:21]1.C(O)(=O)C. (3) The reactants are: [C:1]1([CH3:19])[CH:6]=[CH:5][C:4]([S:7]([N:10]2[CH2:15][CH2:14][S:13][CH2:12][C@H:11]2[C:16]([OH:18])=[O:17])(=[O:9])=[O:8])=[CH:3][CH:2]=1.[C:20]1([CH:26](O)[CH2:27][CH2:28][C:29]2[CH:34]=[CH:33][CH:32]=[CH:31][CH:30]=2)[CH:25]=[CH:24][CH:23]=[CH:22][CH:21]=1.C1CCC(N=C=NC2CCCCC2)CC1. Given the product [C:20]1([CH:26]([O:17][C:16]([C@@H:11]2[CH2:12][S:13][CH2:14][CH2:15][N:10]2[S:7]([C:4]2[CH:3]=[CH:2][C:1]([CH3:19])=[CH:6][CH:5]=2)(=[O:9])=[O:8])=[O:18])[CH2:27][CH2:28][C:29]2[CH:30]=[CH:31][CH:32]=[CH:33][CH:34]=2)[CH:25]=[CH:24][CH:23]=[CH:22][CH:21]=1, predict the reactants needed to synthesize it. (4) Given the product [NH2:1][C:2]1[C:7]([F:8])=[C:6]([C:9]2[CH:10]=[CH:11][C:12]([Cl:15])=[CH:13][CH:14]=2)[N:5]=[C:4]([C:16]([O:18][CH3:19])=[O:17])[C:3]=1[I:22], predict the reactants needed to synthesize it. The reactants are: [NH2:1][C:2]1[C:7]([F:8])=[C:6]([C:9]2[CH:14]=[CH:13][C:12]([Cl:15])=[CH:11][CH:10]=2)[N:5]=[C:4]([C:16]([O:18][CH3:19])=[O:17])[CH:3]=1.II.[I:22](O)(=O)(=O)=O. (5) Given the product [Cl:34][C:22]1[CH:23]=[C:24]([C:26]2[S:27][C:28]([CH:31]([OH:33])[CH3:32])=[CH:29][N:30]=2)[NH:25][C:21]=1[CH:13]([C:10]1[CH:11]=[CH:12][C:7]([S:4]([CH:1]2[CH2:3][CH2:2]2)(=[O:5])=[O:6])=[CH:8][CH:9]=1)[CH2:14][CH:15]1[CH2:16][CH2:17][O:18][CH2:19][CH2:20]1, predict the reactants needed to synthesize it. The reactants are: [CH:1]1([S:4]([C:7]2[CH:12]=[CH:11][C:10]([CH:13]([C:21]3[NH:25][C:24]([C:26]4[S:27][C:28]([CH:31]([OH:33])[CH3:32])=[CH:29][N:30]=4)=[CH:23][CH:22]=3)[CH2:14][CH:15]3[CH2:20][CH2:19][O:18][CH2:17][CH2:16]3)=[CH:9][CH:8]=2)(=[O:6])=[O:5])[CH2:3][CH2:2]1.[Cl:34]N1C(=O)CCC1=O. (6) Given the product [CH3:1][C:2]1[CH:3]=[C:4]2[C:9](=[CH:10][CH:11]=1)[CH:8]=[N:7][C:6]([O:12][S:22]([C:21]([F:34])([F:33])[F:20])(=[O:24])=[O:23])=[CH:5]2, predict the reactants needed to synthesize it. The reactants are: [CH3:1][C:2]1[CH:3]=[C:4]2[C:9](=[CH:10][CH:11]=1)[CH:8]=[N:7][C:6]([OH:12])=[CH:5]2.C(N(CC)CC)C.[F:20][C:21]([F:34])([F:33])[S:22](O[S:22]([C:21]([F:34])([F:33])[F:20])(=[O:24])=[O:23])(=[O:24])=[O:23]. (7) Given the product [Cl:14][C:6]1[C:7]([C:8]2[CH:13]=[CH:12][CH:11]=[CH:10][CH:9]=2)=[C:2]([C:21]2[CH:22]=[CH:23][C:18]([Cl:17])=[CH:19][CH:20]=2)[N:3]=[C:4]([S:15][CH3:16])[N:5]=1, predict the reactants needed to synthesize it. The reactants are: Cl[C:2]1[C:7]([C:8]2[CH:13]=[CH:12][CH:11]=[CH:10][CH:9]=2)=[C:6]([Cl:14])[N:5]=[C:4]([S:15][CH3:16])[N:3]=1.[Cl:17][C:18]1[CH:23]=[CH:22][C:21](B(O)O)=[CH:20][CH:19]=1.C([O-])([O-])=O.[Na+].[Na+].O. (8) Given the product [CH:25]([C:28]1[CH:35]=[C:34]([CH:36]([CH3:38])[CH3:37])[CH:33]=[C:32]([CH:39]([CH3:41])[CH3:40])[C:29]=1[C:30]#[CH:1])([CH3:27])[CH3:26], predict the reactants needed to synthesize it. The reactants are: [C:1]1(P(C2C=CC=CC=2)C2C=CC=CC=2)C=CC=CC=1.C(Br)(Br)(Br)Br.[CH:25]([C:28]1[CH:35]=[C:34]([CH:36]([CH3:38])[CH3:37])[CH:33]=[C:32]([CH:39]([CH3:41])[CH3:40])[C:29]=1[CH:30]=O)([CH3:27])[CH3:26].